From a dataset of Full USPTO retrosynthesis dataset with 1.9M reactions from patents (1976-2016). Predict the reactants needed to synthesize the given product. (1) Given the product [I-:28].[CH2:1]([O:5][C@:6]12[C@@H:19]3[N+:20]([CH3:27])([CH3:23])[CH2:21][CH2:22][C@:11]41[C:12]1[C:13]([O:25][C@H:10]4[C:9](=[O:26])[CH2:8][CH2:7]2)=[C:14]([OH:24])[CH:15]=[CH:16][C:17]=1[CH2:18]3)[CH2:2][CH2:3][CH3:4], predict the reactants needed to synthesize it. The reactants are: [CH2:1]([O:5][C@:6]12[C@@H:19]3[N:20]([CH3:23])[CH2:21][CH2:22][C@:11]41[C:12]1[C:13]([O:25][C@H:10]4[C:9](=[O:26])[CH2:8][CH2:7]2)=[C:14]([OH:24])[CH:15]=[CH:16][C:17]=1[CH2:18]3)[CH2:2][CH2:3][CH3:4].[CH3:27][I:28]. (2) Given the product [F:29][C:26]([F:27])([F:28])[C:25]([C:22]1[CH:23]=[N:24][C:19]([N:9]2[CH2:8][CH2:7][N:6]([S:10]([C:13]3[S:14][CH:15]=[CH:16][CH:17]=3)(=[O:12])=[O:11])[CH2:5][C@@H:4]2[C:1]#[C:2][CH3:3])=[N:20][CH:21]=1)([OH:34])[C:30]([F:33])([F:32])[F:31].[F:29][C:26]([F:27])([F:28])[C:25]([C:22]1[CH:23]=[N:24][C:19]([N:9]2[CH2:8][CH2:7][N:6]([S:10]([C:13]3[S:14][CH:15]=[CH:16][CH:17]=3)(=[O:12])=[O:11])[CH2:5][C@H:4]2[C:1]#[C:2][CH3:3])=[N:20][CH:21]=1)([OH:34])[C:30]([F:33])([F:32])[F:31], predict the reactants needed to synthesize it. The reactants are: [C:1]([C@@H:4]1[NH:9][CH2:8][CH2:7][N:6]([S:10]([C:13]2[S:14][CH:15]=[CH:16][CH:17]=2)(=[O:12])=[O:11])[CH2:5]1)#[C:2][CH3:3].Cl[C:19]1[N:24]=[CH:23][C:22]([C:25]([OH:34])([C:30]([F:33])([F:32])[F:31])[C:26]([F:29])([F:28])[F:27])=[CH:21][N:20]=1.C(N(CC)CC)C.